Dataset: Reaction yield outcomes from USPTO patents with 853,638 reactions. Task: Predict the reaction yield, written as a fraction of the theoretical maximum amount of product (1.0 means a 100% yield; for example, 0.34 means a 34% yield). (1) The reactants are [C:1](=[C:4]([C:10]([O:12]CC)=[O:11])[C:5]([O:7]CC)=[O:6])([CH3:3])[CH3:2].[OH-].[K+].[N+]([O-])(O)=O.[N+]([O-])([O-])=O.[Ag+:25]. The catalyst is O. The product is [C:1](=[C:4]([C:10]([O-:12])=[O:11])[C:5]([O-:7])=[O:6])([CH3:3])[CH3:2].[Ag+2:25]. The yield is 0.892. (2) The reactants are [NH:1]1[C:5]([C:6]([O:8][CH3:9])=[O:7])=[CH:4][C:3]([C:10]([O:12][CH3:13])=[O:11])=[N:2]1.[C:14]([C:18]1[CH:23]=[C:22](B2OC(C)(C)C(C)(C)O2)[CH:21]=[C:20]([C:33]([CH3:36])([CH3:35])[CH3:34])[N:19]=1)([CH3:17])([CH3:16])[CH3:15].N1C=CC=CC=1. The catalyst is CN(C=O)C.C([O-])(O)=O.[Na+].C(S([O-])(=O)=O)(F)(F)F.C(S([O-])(=O)=O)(F)(F)F.[Cu+2]. The product is [C:14]([C:18]1[CH:23]=[C:22]([N:1]2[C:5]([C:6]([O:8][CH3:9])=[O:7])=[CH:4][C:3]([C:10]([O:12][CH3:13])=[O:11])=[N:2]2)[CH:21]=[C:20]([C:33]([CH3:36])([CH3:35])[CH3:34])[N:19]=1)([CH3:17])([CH3:16])[CH3:15]. The yield is 0.730. (3) The reactants are [CH:1]([C:3]1[O:4][C:5]([C:8]([OH:10])=[O:9])=[CH:6][CH:7]=1)=O.Cl.[NH2:12]O.C(OC(=O)C)(=O)C.Cl. The catalyst is O.N1C=CC=CC=1. The product is [C:1]([C:3]1[O:4][C:5]([C:8]([OH:10])=[O:9])=[CH:6][CH:7]=1)#[N:12]. The yield is 0.460. (4) The reactants are [OH:1][C:2]1[CH:3]=[C:4]([C@@H:8]([N:10]2[CH2:15][CH2:14][C:13]([CH3:22])([C:16]3[CH:21]=[CH:20][CH:19]=[CH:18][CH:17]=3)[O:12][C:11]2=[O:23])[CH3:9])[CH:5]=[CH:6][CH:7]=1.C([O-])([O-])=O.[Cs+].[Cs+].Br[CH2:31][C:32]([O:34][CH2:35][CH3:36])=[O:33].O. The catalyst is CC#N.C(Cl)Cl. The product is [CH3:22][C:13]1([C:16]2[CH:17]=[CH:18][CH:19]=[CH:20][CH:21]=2)[O:12][C:11](=[O:23])[N:10]([C@H:8]([C:4]2[CH:3]=[C:2]([CH:7]=[CH:6][CH:5]=2)[O:1][CH2:31][C:32]([O:34][CH2:35][CH3:36])=[O:33])[CH3:9])[CH2:15][CH2:14]1. The yield is 0.840. (5) The reactants are [Cl:1][C:2]1[C:10]([N+:11]([O-:13])=[O:12])=[C:9]2[C:5]([C:6](=[O:15])[C:7](=O)[NH:8]2)=[CH:4][CH:3]=1.[Cl:16][CH2:17][CH2:18]CI.C(=O)([O-])[O-:22].[Cs+].[Cs+].[OH-].[Na+].OO.Cl. The catalyst is CN(C)C(=O)C. The product is [Cl:1][C:2]1[CH:3]=[CH:4][C:5]([C:6]([OH:15])=[O:22])=[C:9]([NH:8][CH2:7][CH2:18][CH2:17][Cl:16])[C:10]=1[N+:11]([O-:13])=[O:12]. The yield is 0.700. (6) The reactants are C(S[C:4](=[N:6][C:7]1[CH:12]=[CH:11][CH:10]=[CH:9][CH:8]=1)[CH3:5])C.[C:13]([NH:21][NH2:22])(=O)[C:14]1[CH:19]=[CH:18][CH:17]=[N:16][CH:15]=1. The catalyst is C(O)CCC. The product is [CH3:5][C:4]1[N:6]([C:7]2[CH:12]=[CH:11][CH:10]=[CH:9][CH:8]=2)[C:13]([C:14]2[CH:15]=[N:16][CH:17]=[CH:18][CH:19]=2)=[N:21][N:22]=1. The yield is 0.420.